This data is from Reaction yield outcomes from USPTO patents with 853,638 reactions. The task is: Predict the reaction yield, written as a fraction of the theoretical maximum amount of product (1.0 means a 100% yield; for example, 0.34 means a 34% yield). (1) The reactants are [N:1]1([C:7]2[CH:8]=[CH:9][CH:10]=[C:11]3[C:16]=2[N:15]=[CH:14][CH:13]=[CH:12]3)[CH2:6][CH2:5][NH:4][CH2:3][CH2:2]1.[O:17]=[C:18]1[NH:23][C:22]2[CH:24]=[C:25]([CH:28]=O)[CH:26]=[CH:27][C:21]=2[O:20][CH2:19]1.C(O)(=O)C.C(O[BH-](OC(=O)C)OC(=O)C)(=O)C.[Na+].[Cl:48]C(Cl)C. The catalyst is O. The product is [ClH:48].[N:15]1[C:16]2[C:11](=[CH:10][CH:9]=[CH:8][C:7]=2[N:1]2[CH2:6][CH2:5][N:4]([CH2:28][C:25]3[CH:26]=[CH:27][C:21]4[O:20][CH2:19][C:18](=[O:17])[NH:23][C:22]=4[CH:24]=3)[CH2:3][CH2:2]2)[CH:12]=[CH:13][CH:14]=1. The yield is 0.530. (2) The reactants are [C:1]([C:5]1[CH:10]=[CH:9][C:8]([N+:11]([O-:13])=[O:12])=[CH:7][C:6]=1[OH:14])([CH3:4])([CH3:3])[CH3:2].[C:15]([O-])([O-])=O.[K+].[K+].CI. The catalyst is CN(C=O)C.O. The product is [C:1]([C:5]1[CH:10]=[CH:9][C:8]([N+:11]([O-:13])=[O:12])=[CH:7][C:6]=1[O:14][CH3:15])([CH3:4])([CH3:2])[CH3:3]. The yield is 0.760. (3) The reactants are Br[C:2]1[C:3]2[C:8]([C:9]([C:16]3[CH:21]=[CH:20][CH:19]=[CH:18][CH:17]=3)=[C:10]3[C:15]=1[CH:14]=[CH:13][CH:12]=[CH:11]3)=[CH:7][CH:6]=[CH:5][CH:4]=2.[O:22]1[C:26]2[CH:27]=[CH:28][CH:29]=[CH:30][C:25]=2[N:24]=[C:23]1[C:31]1[CH:36]=[CH:35][C:34](B(O)O)=[CH:33][CH:32]=1.C1(C)C=CC=CC=1P(C1C=CC=CC=1C)C1C=CC=CC=1C.C(=O)([O-])[O-].[K+].[K+]. The catalyst is C([O-])(=O)C.[Pd+2].C([O-])(=O)C.O.COCCOC. The product is [C:16]1([C:9]2[C:8]3[C:3](=[CH:4][CH:5]=[CH:6][CH:7]=3)[C:2]([C:34]3[CH:35]=[CH:36][C:31]([C:23]4[O:22][C:26]5[CH:27]=[CH:28][CH:29]=[CH:30][C:25]=5[N:24]=4)=[CH:32][CH:33]=3)=[C:15]3[C:10]=2[CH:11]=[CH:12][CH:13]=[CH:14]3)[CH:17]=[CH:18][CH:19]=[CH:20][CH:21]=1. The yield is 0.810.